This data is from Cav3 T-type calcium channel HTS with 100,875 compounds. The task is: Binary Classification. Given a drug SMILES string, predict its activity (active/inactive) in a high-throughput screening assay against a specified biological target. (1) The drug is S(=O)(=O)(Nc1c(n(nc1C)c1cc(c(cc1)C)C)C)c1ccccc1. The result is 0 (inactive). (2) The molecule is Clc1ccc(C(N2CCSCC2)c2n(nnn2)Cc2ccc(F)cc2)cc1. The result is 1 (active). (3) The compound is s1c(nc2c1nccc2)c1cc(NC(=O)c2occc2)ccc1. The result is 0 (inactive). (4) The molecule is O(CCNC(=O)C(O)C)CCOCCNC(=O)C(O)C. The result is 0 (inactive).